From a dataset of Experimental lipophilicity measurements (octanol/water distribution) for 4,200 compounds from AstraZeneca. Regression/Classification. Given a drug SMILES string, predict its absorption, distribution, metabolism, or excretion properties. Task type varies by dataset: regression for continuous measurements (e.g., permeability, clearance, half-life) or binary classification for categorical outcomes (e.g., BBB penetration, CYP inhibition). For this dataset (lipophilicity_astrazeneca), we predict Y. (1) The compound is COc1cc(F)ccc1-c1cc(CNC2CCCC2)ccn1. The Y is 1.71 logD. (2) The molecule is O=C(c1ccc(CCC(COc2ccc(-c3cccc([N+](=O)[O-])c3)cc2)N2C(=O)CCCC2=O)cc1)N1CCCC1. The Y is 2.31 logD. (3) The drug is Cc1cc(Nc2nc(N[C@@H](C)c3ncc(F)cn3)c(C#N)nc2C)n[nH]1. The Y is 1.92 logD.